Dataset: Full USPTO retrosynthesis dataset with 1.9M reactions from patents (1976-2016). Task: Predict the reactants needed to synthesize the given product. (1) Given the product [CH3:1][O:2][C:3]1[C:8]([C:9]2[CH:14]=[CH:13][C:12]([O:15][C:16]3[CH:21]=[CH:20][N:19]=[C:18]([C:22]4[CH:23]=[N:24][N:25]([CH3:27])[CH:26]=4)[CH:17]=3)=[C:11]([CH3:28])[N:10]=2)=[CH:7][N:6]=[C:5]([NH:43][CH:44]2[CH2:49][CH2:48][O:47][CH2:46][CH2:45]2)[N:4]=1, predict the reactants needed to synthesize it. The reactants are: [CH3:1][O:2][C:3]1[C:8]([C:9]2[CH:14]=[CH:13][C:12]([O:15][C:16]3[CH:21]=[CH:20][N:19]=[C:18]([C:22]4[CH:23]=[N:24][N:25]([CH3:27])[CH:26]=4)[CH:17]=3)=[C:11]([CH3:28])[N:10]=2)=[CH:7][N:6]=[C:5](SC)[N:4]=1.C1C=C(Cl)C=C(C(OO)=O)C=1.Cl.[NH2:43][CH:44]1[CH2:49][CH2:48][O:47][CH2:46][CH2:45]1. (2) Given the product [CH:42]([C:26]1[C:27]2[C:32](=[CH:31][CH:30]=[C:29]([C:2]3[CH:7]=[N:6][CH:5]=[C:4]4[N:8]([C:11]([O:13][C:14]([CH3:17])([CH3:16])[CH3:15])=[O:12])[CH:9]=[CH:10][C:3]=34)[CH:28]=2)[N:24]([CH:19]2[CH2:20][CH2:21][CH2:22][CH2:23][O:18]2)[N:25]=1)=[O:43], predict the reactants needed to synthesize it. The reactants are: Br[C:2]1[CH:7]=[N:6][CH:5]=[C:4]2[N:8]([C:11]([O:13][C:14]([CH3:17])([CH3:16])[CH3:15])=[O:12])[CH:9]=[CH:10][C:3]=12.[O:18]1[CH2:23][CH2:22][CH2:21][CH2:20][CH:19]1[N:24]1[C:32]2[C:27](=[CH:28][C:29](B3OC(C)(C)C(C)(C)O3)=[CH:30][CH:31]=2)[C:26]([CH:42]=[O:43])=[N:25]1.P([O-])([O-])([O-])=O.[K+].[K+].[K+].C(=O)([O-])OC1C=CC=CC=1C(C)(C)C. (3) Given the product [F:18][C:3]1[CH:4]=[C:5]([CH:16]=[CH:17][C:2]=1[B:19]1[O:23][C:22]([CH3:25])([CH3:24])[C:21]([CH3:27])([CH3:26])[O:20]1)[O:6][CH2:7][CH2:8][N:9]1[CH2:14][CH2:13][N:12]([CH3:15])[CH2:11][CH2:10]1, predict the reactants needed to synthesize it. The reactants are: Br[C:2]1[CH:17]=[CH:16][C:5]([O:6][CH2:7][CH2:8][N:9]2[CH2:14][CH2:13][N:12]([CH3:15])[CH2:11][CH2:10]2)=[CH:4][C:3]=1[F:18].[B:19]1([B:19]2[O:23][C:22]([CH3:25])([CH3:24])[C:21]([CH3:27])([CH3:26])[O:20]2)[O:23][C:22]([CH3:25])([CH3:24])[C:21]([CH3:27])([CH3:26])[O:20]1.C([O-])(=O)C.[K+].N#N. (4) The reactants are: Cl.[C:2]([C:4]1[CH:5]=[C:6]([C:14]2[O:18][N:17]=[C:16]([C:19]3[C:29]4[O:28][CH2:27][CH2:26][N:25](C(OC(C)(C)C)=O)[CH:24]([CH2:37][C:38]([OH:40])=[O:39])[C:23]=4[CH:22]=[CH:21][CH:20]=3)[N:15]=2)[CH:7]=[CH:8][C:9]=1[O:10][CH:11]([CH3:13])[CH3:12])#[N:3].C(OCC)C. Given the product [C:2]([C:4]1[CH:5]=[C:6]([C:14]2[O:18][N:17]=[C:16]([C:19]3[C:29]4[O:28][CH2:27][CH2:26][NH:25][CH:24]([CH2:37][C:38]([OH:40])=[O:39])[C:23]=4[CH:22]=[CH:21][CH:20]=3)[N:15]=2)[CH:7]=[CH:8][C:9]=1[O:10][CH:11]([CH3:13])[CH3:12])#[N:3], predict the reactants needed to synthesize it. (5) Given the product [F:35][C:36]1[C:45]([F:46])=[C:44]2[C:39]([C@H:40]([NH:49][C:2]([NH:13][C:14]3[CH:23]=[C:22]4[C:17]([CH2:18][CH2:19][C:20](=[O:24])[NH:21]4)=[CH:16][CH:15]=3)=[O:4])[CH2:41][C:42]([CH3:47])([CH3:48])[O:43]2)=[CH:38][CH:37]=1, predict the reactants needed to synthesize it. The reactants are: Cl[C:2](Cl)([O:4]C(=O)OC(Cl)(Cl)Cl)Cl.[NH2:13][C:14]1[CH:23]=[C:22]2[C:17]([CH2:18][CH2:19][C:20](=[O:24])[NH:21]2)=[CH:16][CH:15]=1.CCN(C(C)C)C(C)C.[Cl-].[F:35][C:36]1[C:45]([F:46])=[C:44]2[C:39]([C@H:40]([NH3+:49])[CH2:41][C:42]([CH3:48])([CH3:47])[O:43]2)=[CH:38][CH:37]=1. (6) Given the product [CH3:13][O:14][C:15]1[CH:16]=[C:17]([C:2]2[N:7]=[C:6]([C:8]#[N:9])[C:5]([N+:10]([O-:12])=[O:11])=[CH:4][CH:3]=2)[CH:18]=[CH:19][C:20]=1[O:21][CH3:22], predict the reactants needed to synthesize it. The reactants are: Cl[C:2]1[N:7]=[C:6]([C:8]#[N:9])[C:5]([N+:10]([O-:12])=[O:11])=[CH:4][CH:3]=1.[CH3:13][O:14][C:15]1[CH:16]=[C:17](B(O)O)[CH:18]=[CH:19][C:20]=1[O:21][CH3:22].C(=O)([O-])[O-].[K+].[K+]. (7) Given the product [Cl:1][C:2]1[C:10]([Cl:11])=[CH:9][C:5]([C:6]([NH:13][C:14]2[CH:15]=[CH:16][C:17]([C:18]([O:20][CH3:21])=[O:19])=[CH:22][CH:23]=2)=[O:7])=[C:4]([F:12])[CH:3]=1, predict the reactants needed to synthesize it. The reactants are: [Cl:1][C:2]1[C:10]([Cl:11])=[CH:9][C:5]([C:6](Cl)=[O:7])=[C:4]([F:12])[CH:3]=1.[NH2:13][C:14]1[CH:23]=[CH:22][C:17]([C:18]([O:20][CH3:21])=[O:19])=[CH:16][CH:15]=1.N1C=CC=CC=1.O. (8) Given the product [NH2:8][CH2:7][CH2:6][CH2:5][C:2]([CH3:1])([C:19]1[CH:24]=[CH:23][CH:22]=[CH:21][CH:20]=1)[CH2:3][OH:4], predict the reactants needed to synthesize it. The reactants are: [CH3:1][C:2]([C:19]1[CH:24]=[CH:23][CH:22]=[CH:21][CH:20]=1)([CH2:5][CH2:6][CH2:7][N:8]1C(=O)C2=CC=CC=C2C1=O)[CH2:3][OH:4].O.NN. (9) Given the product [CH3:1][O:2][C:3]([C:4]1[N:19]=[C:16]([CH3:17])[S:18][C:5]=1[C:6]1[CH:11]=[CH:10][CH:9]=[CH:8][C:7]=1[CH3:12])=[O:15], predict the reactants needed to synthesize it. The reactants are: [CH3:1][O:2][C:3](=[O:15])[C:4](=O)[CH:5](Cl)[C:6]1[CH:11]=[CH:10][CH:9]=[CH:8][C:7]=1[CH3:12].[C:16]([NH2:19])(=[S:18])[CH3:17].